From a dataset of Catalyst prediction with 721,799 reactions and 888 catalyst types from USPTO. Predict which catalyst facilitates the given reaction. (1) The catalyst class is: 330. Reactant: N[C@H](C(O)=O)CCSC.COC1C=C(OC)C=CC=1C[N:15]1[CH2:21][C:20]([C:22]2[CH:27]=[CH:26][CH:25]=[CH:24][CH:23]=2)=[CH:19][CH2:18][C@@H:17]([NH:28][C:29](=[O:38])[O:30][CH2:31][C:32]2[CH:37]=[CH:36][CH:35]=[CH:34][CH:33]=2)[C:16]1=[O:39]. Product: [O:39]=[C:16]1[C@H:17]([NH:28][C:29](=[O:38])[O:30][CH2:31][C:32]2[CH:33]=[CH:34][CH:35]=[CH:36][CH:37]=2)[CH2:18][CH:19]=[C:20]([C:22]2[CH:23]=[CH:24][CH:25]=[CH:26][CH:27]=2)[CH2:21][NH:15]1. (2) Product: [C:17]([O:16][C:14](=[O:15])[NH:12][CH2:11][C:3]1[C:4]([O:9][CH3:10])=[N:5][C:6]([CH3:8])=[CH:7][C:2]=1[Cl:1])([CH3:20])([CH3:19])[CH3:18]. The catalyst class is: 7. Reactant: [Cl:1][C:2]1[CH:7]=[C:6]([CH3:8])[N:5]=[C:4]([O:9][CH3:10])[C:3]=1[CH2:11][NH2:12].[C:14]([O:16][C:17]([CH3:20])([CH3:19])[CH3:18])(=[O:15])[C:14]([O:16][C:17]([CH3:20])([CH3:19])[CH3:18])=[O:15].C(N(CC)CC)C.